Dataset: M1 muscarinic receptor antagonist screen with 61,756 compounds. Task: Binary Classification. Given a drug SMILES string, predict its activity (active/inactive) in a high-throughput screening assay against a specified biological target. (1) The compound is Clc1ccc(OCC(=O)NC2CCSC2=O)cc1. The result is 0 (inactive). (2) The drug is o1c(c(C(=O)Nc2c(CC)cccc2)cc1)C. The result is 0 (inactive). (3) The compound is S(c1nc(c2CCCCc2c1C#N)C)C. The result is 0 (inactive). (4) The molecule is O1C(CNC(=O)c2ccccc2)COc2c1cccc2. The result is 0 (inactive). (5) The drug is O(CCCN1CC(CCC1)C)c1ccc(OC)cc1. The result is 0 (inactive). (6) The drug is Clc1cc(NC(=O)COC(=O)c2ncc(nc2)C)ccc1. The result is 0 (inactive). (7) The compound is Clc1ccc(Nc2nc(N(C)C)nc(OCC#N)n2)cc1. The result is 0 (inactive). (8) The compound is O1C(CC(CC1)(CC(O)=O)c1c(OC)cccc1)(CC)C. The result is 0 (inactive). (9) The result is 0 (inactive). The molecule is O=C(N1c2c(CCc3c1cccc3)cccc2)Cn1nc(nn1)c1ccc(N(C)C)cc1. (10) The compound is OC(CN1CCC(CC1)C)COc1cc2c(n(c(c2C(OCC)=O)C)C)cc1. The result is 0 (inactive).